This data is from NCI-60 drug combinations with 297,098 pairs across 59 cell lines. The task is: Regression. Given two drug SMILES strings and cell line genomic features, predict the synergy score measuring deviation from expected non-interaction effect. (1) Drug 1: CC1CCC2CC(C(=CC=CC=CC(CC(C(=O)C(C(C(=CC(C(=O)CC(OC(=O)C3CCCCN3C(=O)C(=O)C1(O2)O)C(C)CC4CCC(C(C4)OC)OCCO)C)C)O)OC)C)C)C)OC. Drug 2: CC1=C(N=C(N=C1N)C(CC(=O)N)NCC(C(=O)N)N)C(=O)NC(C(C2=CN=CN2)OC3C(C(C(C(O3)CO)O)O)OC4C(C(C(C(O4)CO)O)OC(=O)N)O)C(=O)NC(C)C(C(C)C(=O)NC(C(C)O)C(=O)NCCC5=NC(=CS5)C6=NC(=CS6)C(=O)NCCC[S+](C)C)O. Cell line: UACC62. Synergy scores: CSS=27.7, Synergy_ZIP=-8.65, Synergy_Bliss=-2.75, Synergy_Loewe=0.954, Synergy_HSA=2.06. (2) Drug 1: C1=NC(=NC(=O)N1C2C(C(C(O2)CO)O)O)N. Drug 2: CC1=C(C(=CC=C1)Cl)NC(=O)C2=CN=C(S2)NC3=CC(=NC(=N3)C)N4CCN(CC4)CCO. Cell line: HCT-15. Synergy scores: CSS=4.49, Synergy_ZIP=-5.69, Synergy_Bliss=-4.20, Synergy_Loewe=-5.24, Synergy_HSA=-3.52. (3) Drug 1: CC1C(C(CC(O1)OC2CC(CC3=C2C(=C4C(=C3O)C(=O)C5=C(C4=O)C(=CC=C5)OC)O)(C(=O)CO)O)N)O.Cl. Drug 2: C1CC(=O)NC(=O)C1N2CC3=C(C2=O)C=CC=C3N. Cell line: KM12. Synergy scores: CSS=3.05, Synergy_ZIP=-0.564, Synergy_Bliss=1.85, Synergy_Loewe=0.954, Synergy_HSA=1.52. (4) Drug 1: CC1=CC2C(CCC3(C2CCC3(C(=O)C)OC(=O)C)C)C4(C1=CC(=O)CC4)C. Drug 2: CC1=C(C(CCC1)(C)C)C=CC(=CC=CC(=CC(=O)O)C)C. Cell line: MCF7. Synergy scores: CSS=-2.38, Synergy_ZIP=-3.28, Synergy_Bliss=-10.0, Synergy_Loewe=-41.3, Synergy_HSA=-19.7. (5) Drug 1: C1=CC(=CC=C1CCCC(=O)O)N(CCCl)CCCl. Drug 2: B(C(CC(C)C)NC(=O)C(CC1=CC=CC=C1)NC(=O)C2=NC=CN=C2)(O)O. Cell line: NCIH23. Synergy scores: CSS=37.3, Synergy_ZIP=-12.7, Synergy_Bliss=-8.23, Synergy_Loewe=-4.52, Synergy_HSA=-4.38. (6) Drug 1: CCC1(CC2CC(C3=C(CCN(C2)C1)C4=CC=CC=C4N3)(C5=C(C=C6C(=C5)C78CCN9C7C(C=CC9)(C(C(C8N6C)(C(=O)OC)O)OC(=O)C)CC)OC)C(=O)OC)O.OS(=O)(=O)O. Drug 2: C1CCC(C(C1)N)N.C(=O)(C(=O)[O-])[O-].[Pt+4]. Cell line: T-47D. Synergy scores: CSS=14.9, Synergy_ZIP=-10.7, Synergy_Bliss=-4.15, Synergy_Loewe=2.00, Synergy_HSA=-0.521. (7) Drug 2: CC1=CC=C(C=C1)C2=CC(=NN2C3=CC=C(C=C3)S(=O)(=O)N)C(F)(F)F. Synergy scores: CSS=66.8, Synergy_ZIP=10.4, Synergy_Bliss=10.2, Synergy_Loewe=-17.9, Synergy_HSA=9.30. Drug 1: CC1=C2C(C(=O)C3(C(CC4C(C3C(C(C2(C)C)(CC1OC(=O)C(C(C5=CC=CC=C5)NC(=O)OC(C)(C)C)O)O)OC(=O)C6=CC=CC=C6)(CO4)OC(=O)C)OC)C)OC. Cell line: MDA-MB-435. (8) Drug 1: COC1=CC(=CC(=C1O)OC)C2C3C(COC3=O)C(C4=CC5=C(C=C24)OCO5)OC6C(C(C7C(O6)COC(O7)C8=CC=CS8)O)O. Drug 2: CC(C)NC(=O)C1=CC=C(C=C1)CNNC.Cl. Cell line: A498. Synergy scores: CSS=30.5, Synergy_ZIP=2.57, Synergy_Bliss=3.37, Synergy_Loewe=-21.6, Synergy_HSA=2.34.